This data is from Forward reaction prediction with 1.9M reactions from USPTO patents (1976-2016). The task is: Predict the product of the given reaction. (1) The product is: [CH2:1]([N:5]1[C:9]([CH2:10][Cl:21])=[C:8]([C:12]2[CH:17]=[CH:16][CH:15]=[CH:14][CH:13]=2)[N:7]=[C:6]1[I:18])[CH2:2][CH2:3][CH3:4]. Given the reactants [CH2:1]([N:5]1[C:9]([CH2:10]O)=[C:8]([C:12]2[CH:17]=[CH:16][CH:15]=[CH:14][CH:13]=2)[N:7]=[C:6]1[I:18])[CH2:2][CH2:3][CH3:4].S(Cl)([Cl:21])=O.C(N)C1C=CC2OCOC=2C=1.C(=O)([O-])[O-].[K+].[K+], predict the reaction product. (2) Given the reactants [C:1]([C:4]1[C:34](=[O:35])[C@@:8]2([CH3:36])[C:9]3[C:15]([OH:16])=[CH:14][C:13]([O:17][CH3:18])=[C:12]([C:19]([NH:21][CH2:22][C:23]4[C:32]5[C:27](=[CH:28][CH:29]=[CH:30][CH:31]=5)[CH:26]=[CH:25][C:24]=4[CH3:33])=[O:20])[C:10]=3[O:11][C:7]2=[CH:6][C:5]=1[OH:37])(=O)[CH3:2].Cl.[CH2:39]([O:43][NH2:44])[C:40]#[C:41][CH3:42].C(=O)(O)[O-].[Na+], predict the reaction product. The product is: [CH2:39]([O:43]/[N:44]=[C:1](/[C:4]1[C:34](=[O:35])[C@@:8]2([CH3:36])[C:9]3[C:15]([OH:16])=[CH:14][C:13]([O:17][CH3:18])=[C:12]([C:19]([NH:21][CH2:22][C:23]4[C:32]5[C:27](=[CH:28][CH:29]=[CH:30][CH:31]=5)[CH:26]=[CH:25][C:24]=4[CH3:33])=[O:20])[C:10]=3[O:11][C:7]2=[CH:6][C:5]=1[OH:37])\[CH3:2])[C:40]#[C:41][CH3:42]. (3) Given the reactants [CH3:1][C:2]([CH3:5])([O-])[CH3:3].[K+].[CH3:7][CH:8]([CH3:13])[CH2:9][C:10](=[O:12])[CH3:11].CN([CH:17]=[O:18])C, predict the reaction product. The product is: [CH3:1][CH:2]([CH2:5][C:17](=[O:18])[CH2:11][C:10](=[O:12])[CH2:9][CH:8]([CH3:13])[CH3:7])[CH3:3]. (4) Given the reactants CS([O:5][CH2:6][CH2:7][O:8][CH2:9][CH2:10]O)(=O)=O.[N-:12]=[N+:13]=[N-:14].[Na+], predict the reaction product. The product is: [N:12]([CH2:10][CH2:9][O:8][CH2:7][CH2:6][OH:5])=[N+:13]=[N-:14]. (5) Given the reactants [Cl:1][C:2]1[CH:7]=[C:6]([Cl:8])[CH:5]=[CH:4][C:3]=1[OH:9].N1C=CN=C1.[Si:15](Cl)([C:18]([CH3:21])([CH3:20])[CH3:19])([CH3:17])[CH3:16].O, predict the reaction product. The product is: [C:18]([Si:15]([O:9][C:3]1[CH:4]=[CH:5][C:6]([Cl:8])=[CH:7][C:2]=1[Cl:1])([CH3:17])[CH3:16])([CH3:21])([CH3:20])[CH3:19]. (6) Given the reactants CN([C:4]1[C:9]([C:4]2[C:9](P(C3CCCCC3)C3CCCCC3)=[CH:8][CH:7]=[CH:6][CH:5]=2)=[CH:8][CH:7]=[CH:6][CH:5]=1)C.CC(C)([O-])C.[Na+].[NH2:35][C@H:36]1[C:45]2[C:40](=[CH:41][CH:42]=[C:43]([N:46]3[CH2:51][CH2:50][O:49][CH2:48][CH2:47]3)[CH:44]=2)[N:39]([C:52](=[O:54])[CH3:53])[C@@H:38]([CH2:55][CH3:56])[C@@H:37]1[CH3:57].BrC1C=CC=CC=1, predict the reaction product. The product is: [CH2:55]([C@H:38]1[C@H:37]([CH3:57])[C@@H:36]([NH:35][C:4]2[CH:9]=[CH:8][CH:7]=[CH:6][CH:5]=2)[C:45]2[C:40](=[CH:41][CH:42]=[C:43]([N:46]3[CH2:47][CH2:48][O:49][CH2:50][CH2:51]3)[CH:44]=2)[N:39]1[C:52](=[O:54])[CH3:53])[CH3:56]. (7) The product is: [Cl:1][CH2:2][CH2:3][CH2:4][N:5]1[C:13](=[O:14])[CH:12]2[CH:7]([CH2:8][CH:9]3[O:24][CH:10]3[CH2:11]2)[C:6]1=[O:15]. Given the reactants [Cl:1][CH2:2][CH2:3][CH2:4][N:5]1[C:13](=[O:14])[CH:12]2[CH:7]([CH2:8][CH:9]=[CH:10][CH2:11]2)[C:6]1=[O:15].ClC1C=CC=C(C(OO)=[O:24])C=1, predict the reaction product.